This data is from Forward reaction prediction with 1.9M reactions from USPTO patents (1976-2016). The task is: Predict the product of the given reaction. (1) Given the reactants [CH3:1][N:2]1C(=O)[O:5][N:4]=[C:3]1/[C:8](=[N:15]\[O:16][CH2:17][C:18]1[N:23]=[C:22]([NH:24][C:25](=[O:31])[O:26][C:27]([CH3:30])([CH3:29])[CH3:28])[CH:21]=[CH:20][CH:19]=1)/[C:9]1[CH:14]=[CH:13][CH:12]=[CH:11][CH:10]=1.[OH-].[Na+].Cl, predict the reaction product. The product is: [OH:5]/[N:4]=[C:3](\[NH:2][CH3:1])/[C:8](=[N:15]\[O:16][CH2:17][C:18]1[N:23]=[C:22]([NH:24][C:25](=[O:31])[O:26][C:27]([CH3:29])([CH3:30])[CH3:28])[CH:21]=[CH:20][CH:19]=1)/[C:9]1[CH:14]=[CH:13][CH:12]=[CH:11][CH:10]=1. (2) Given the reactants [CH2:1]([O:8][C:9]([N:11]1[CH:15]([C:16]([OH:18])=O)[CH2:14][S:13][C@@H:12]1[C:19]1[CH:24]=[CH:23][N:22]=[C:21]([OH:25])[CH:20]=1)=[O:10])[C:2]1[CH:7]=[CH:6][CH:5]=[CH:4][CH:3]=1.CCN(C(C)C)C(C)C.CN(C(ON1N=NC2C=CC=NC1=2)=[N+](C)C)C.F[P-](F)(F)(F)(F)F.[NH2:59][C:60]1[S:61][CH:62]=[C:63]([C:65]2[CH:76]=[CH:75][C:68]([C:69]([NH:71][CH:72]3[CH2:74][CH2:73]3)=[O:70])=[CH:67][CH:66]=2)[N:64]=1, predict the reaction product. The product is: [CH2:1]([O:8][C:9]([N:11]1[CH:15]([C:16](=[O:18])[NH:59][C:60]2[S:61][CH:62]=[C:63]([C:65]3[CH:66]=[CH:67][C:68]([C:69](=[O:70])[NH:71][CH:72]4[CH2:74][CH2:73]4)=[CH:75][CH:76]=3)[N:64]=2)[CH2:14][S:13][C@@H:12]1[C:19]1[CH:24]=[CH:23][N:22]=[C:21]([OH:25])[CH:20]=1)=[O:10])[C:2]1[CH:3]=[CH:4][CH:5]=[CH:6][CH:7]=1. (3) The product is: [Cl:1][C:2]1[N:7]=[C:6]([NH:14][C:13]2[CH:15]=[CH:16][C:17]([F:18])=[C:11]([F:10])[CH:12]=2)[C:5]([F:9])=[CH:4][N:3]=1. Given the reactants [Cl:1][C:2]1[N:7]=[C:6](Cl)[C:5]([F:9])=[CH:4][N:3]=1.[F:10][C:11]1[CH:12]=[C:13]([CH:15]=[CH:16][C:17]=1[F:18])[NH2:14], predict the reaction product. (4) Given the reactants CN(C)C=O.C(=O)([O-])[O-].[K+].[K+].[OH:12][C:13]1[CH:25]=[CH:24][CH:23]=[CH:22][C:14]=1[CH:15]=[C:16]1[CH2:21][CH2:20][O:19][C:17]1=[O:18].S(C1C=CC([N+]([O-])=O)=CC=1)(O[CH2:30][CH:31]1[O:33][CH2:32]1)(=O)=O, predict the reaction product. The product is: [O:33]1[CH2:32][CH:31]1[CH2:30][O:12][C:13]1[CH:25]=[CH:24][CH:23]=[CH:22][C:14]=1[CH:15]=[C:16]1[CH2:21][CH2:20][O:19][C:17]1=[O:18]. (5) Given the reactants [Br:1][C:2]1[CH:7]=[CH:6][C:5]([NH:8][C:9]2[C:14]([N+:15]([O-:17])=[O:16])=[CH:13][NH:12][C:11](=[O:18])[CH:10]=2)=[C:4]([F:19])[CH:3]=1.[H-].[Na+].[CH3:22]I, predict the reaction product. The product is: [F:19][C:4]1[CH:3]=[C:2]([Br:1])[CH:7]=[CH:6][C:5]=1[NH:8][C:9]1[C:14]([N+:15]([O-:17])=[O:16])=[CH:13][N:12]([CH3:22])[C:11](=[O:18])[CH:10]=1.